The task is: Predict the reaction yield, written as a fraction of the theoretical maximum amount of product (1.0 means a 100% yield; for example, 0.34 means a 34% yield).. This data is from Reaction yield outcomes from USPTO patents with 853,638 reactions. (1) The reactants are [C:1]1(B(O)O)[CH:6]=[CH:5][CH:4]=[CH:3][CH:2]=1.Br[C:11]1[CH:12]=[C:13]2[N:19]=[C:18]([N:20]3[CH:26]4[CH2:27][CH2:28][N:23]([CH2:24][CH2:25]4)[CH2:22][CH2:21]3)[O:17][C:14]2=[N:15][CH:16]=1. No catalyst specified. The product is [C:1]1([C:11]2[CH:12]=[C:13]3[N:19]=[C:18]([N:20]4[CH:26]5[CH2:25][CH2:24][N:23]([CH2:28][CH2:27]5)[CH2:22][CH2:21]4)[O:17][C:14]3=[N:15][CH:16]=2)[CH:6]=[CH:5][CH:4]=[CH:3][CH:2]=1. The yield is 0.500. (2) The catalyst is CN(C=O)C.O.CCOC(C)=O. The reactants are [CH3:1][N:2]([CH3:6])[CH2:3][CH2:4][OH:5].C[Si]([N-][Si](C)(C)C)(C)C.[Na+].Cl[C:18]1[CH:23]=[CH:22][C:21]([N+:24]([O-:26])=[O:25])=[CH:20][N:19]=1. The product is [N+:24]([C:21]1[CH:22]=[CH:23][C:18]([O:5][CH2:4][CH2:3][N:2]([CH3:6])[CH3:1])=[N:19][CH:20]=1)([O-:26])=[O:25]. The yield is 0.440. (3) The reactants are [Si](C=[N+]=[N-])(C)(C)[CH3:2].[NH2:8][C:9]1[C:17]([N+:18]([O-:20])=[O:19])=[CH:16][C:12]([C:13]([OH:15])=[O:14])=[C:11]([F:21])[C:10]=1[F:22].CO. The catalyst is C1COCC1. The product is [CH3:2][O:14][C:13](=[O:15])[C:12]1[CH:16]=[C:17]([N+:18]([O-:20])=[O:19])[C:9]([NH2:8])=[C:10]([F:22])[C:11]=1[F:21]. The yield is 0.920. (4) No catalyst specified. The reactants are [NH2:1][C@:2]12[CH2:37][CH2:36][C@@H:35]([C:38]([CH3:40])=[CH2:39])[C@@H:3]1[C@@H:4]1[C@@:17]([CH3:20])([CH2:18][CH2:19]2)[C@@:16]2([CH3:21])[C@@H:7]([C@:8]3([CH3:34])[C@@H:13]([CH2:14][CH2:15]2)[C:12]([CH3:23])([CH3:22])[C:11]([C:24]2[CH:33]=[CH:32][C:27]([C:28]([O:30]C)=[O:29])=[CH:26][CH:25]=2)=[CH:10][CH2:9]3)[CH2:6][CH2:5]1.CN(C)CCC(N[C@]12CC[C@@H](C(C)=C)[C@@H]1[C@@H]1[C@@](C)(CC2)[C@@]2(C)[C@@H]([C@]3(C)[C@@H](CC2)C(C)(C)C(C2C=CC(C(O)=O)=CC=2)=CC3)CC1)=O.[CH2:87]([N:89]1[CH2:94][CH2:93][N:92]([CH2:95][C:96](O)=[O:97])[CH2:91][CH2:90]1)[CH3:88]. The product is [CH2:87]([N:89]1[CH2:94][CH2:93][N:92]([CH2:95][C:96]([NH:1][C@:2]23[CH2:37][CH2:36][C@@H:35]([C:38]([CH3:40])=[CH2:39])[C@@H:3]2[C@@H:4]2[C@@:17]([CH3:20])([CH2:18][CH2:19]3)[C@@:16]3([CH3:21])[C@@H:7]([C@:8]4([CH3:34])[C@@H:13]([CH2:14][CH2:15]3)[C:12]([CH3:22])([CH3:23])[C:11]([C:24]3[CH:25]=[CH:26][C:27]([C:28]([OH:30])=[O:29])=[CH:32][CH:33]=3)=[CH:10][CH2:9]4)[CH2:6][CH2:5]2)=[O:97])[CH2:91][CH2:90]1)[CH3:88]. The yield is 0.340.